Predict which catalyst facilitates the given reaction. From a dataset of Catalyst prediction with 721,799 reactions and 888 catalyst types from USPTO. (1) Reactant: [C:1]([C@@H:3]1[CH2:7][N:6](C(OC(C)(C)C)=O)[C@@H:5]([C:15]2[CH:20]=[CH:19][CH:18]=[C:17]([F:21])[CH:16]=2)[CH2:4]1)#[N:2].[C:22]([OH:28])([C:24]([F:27])([F:26])[F:25])=[O:23]. Product: [F:25][C:24]([F:27])([F:26])[C:22]([OH:28])=[O:23].[F:21][C:17]1[CH:16]=[C:15]([C@@H:5]2[NH:6][CH2:7][C@@H:3]([C:1]#[N:2])[CH2:4]2)[CH:20]=[CH:19][CH:18]=1. The catalyst class is: 2. (2) Reactant: [C:1]([C:3]1[CH:4]=[C:5]([C:20]2[S:24][C:23]([C:25]([OH:28])([CH3:27])[CH3:26])=[N:22][CH:21]=2)[CH:6]=[C:7]([NH:9][C:10]2[N:15]=[C:14]([C:16]([F:19])([F:18])[F:17])[CH:13]=[CH:12][N:11]=2)[CH:8]=1)#[CH:2]. Product: [CH2:1]([C:3]1[CH:4]=[C:5]([C:20]2[S:24][C:23]([C:25]([OH:28])([CH3:27])[CH3:26])=[N:22][CH:21]=2)[CH:6]=[C:7]([NH:9][C:10]2[N:15]=[C:14]([C:16]([F:19])([F:18])[F:17])[CH:13]=[CH:12][N:11]=2)[CH:8]=1)[CH3:2]. The catalyst class is: 78.